This data is from Catalyst prediction with 721,799 reactions and 888 catalyst types from USPTO. The task is: Predict which catalyst facilitates the given reaction. (1) Reactant: [Cl:1][C:2]1[CH:32]=[CH:31][C:5]([CH2:6][CH2:7][NH:8][C:9]([C:11]2[CH:30]=[CH:29][C:14]([O:15][C:16]3[CH:21]=[CH:20][C:19]([CH2:22][C:23]([O:25][CH2:26][CH3:27])=[O:24])=[CH:18][C:17]=3Br)=[CH:13][CH:12]=2)=[O:10])=[CH:4][CH:3]=1.[CH3:33][S:34]([C:37]1[CH:38]=[C:39](B(O)O)[CH:40]=[CH:41][CH:42]=1)(=[O:36])=[O:35].C([O-])([O-])=O.[K+].[K+]. Product: [Cl:1][C:2]1[CH:32]=[CH:31][C:5]([CH2:6][CH2:7][NH:8][C:9]([C:11]2[CH:30]=[CH:29][C:14]([O:15][C:16]3[C:17]([C:41]4[CH:40]=[CH:39][CH:38]=[C:37]([S:34]([CH3:33])(=[O:36])=[O:35])[CH:42]=4)=[CH:18][C:19]([CH2:22][C:23]([O:25][CH2:26][CH3:27])=[O:24])=[CH:20][CH:21]=3)=[CH:13][CH:12]=2)=[O:10])=[CH:4][CH:3]=1. The catalyst class is: 70. (2) Reactant: [NH2:1][C:2]1[N:6]([C:7]2[CH:12]=[CH:11][CH:10]=[C:9]([CH3:13])[C:8]=2[CH3:14])[N:5]=[CH:4][C:3]=1[C:15]([NH2:17])=[O:16].[CH:18]1([CH2:23][C:24](OC)=O)[CH2:22][CH2:21][CH2:20][CH2:19]1.[H-].[Na+].Cl.[Cl-].[Na+]. Product: [CH:18]1([CH2:23][C:24]2[NH:17][C:15](=[O:16])[C:3]3[CH:4]=[N:5][N:6]([C:7]4[CH:12]=[CH:11][CH:10]=[C:9]([CH3:13])[C:8]=4[CH3:14])[C:2]=3[N:1]=2)[CH2:22][CH2:21][CH2:20][CH2:19]1. The catalyst class is: 8. (3) Reactant: [NH2:1][C:2]1[CH:14]=[CH:13][C:5]([CH:6]=[CH:7][C:8]([O:10][CH2:11][CH3:12])=[O:9])=[CH:4][CH:3]=1.[C:15](O[C:15]([O:17][C:18]([CH3:21])([CH3:20])[CH3:19])=[O:16])([O:17][C:18]([CH3:21])([CH3:20])[CH3:19])=[O:16]. Product: [C:18]([O:17][C:15]([NH:1][C:2]1[CH:3]=[CH:4][C:5](/[CH:6]=[CH:7]/[C:8]([O:10][CH2:11][CH3:12])=[O:9])=[CH:13][CH:14]=1)=[O:16])([CH3:21])([CH3:20])[CH3:19]. The catalyst class is: 1. (4) Reactant: [CH2:1]([O:8][C:9]([NH:11][C:12]1[CH:17]=[CH:16][C:15]([C:18]2[O:19][CH:20]([CH3:27])[CH:21]([C:23]([O:25][CH3:26])=[O:24])[N:22]=2)=[CH:14][C:13]=1[CH3:28])=[O:10])[C:2]1[CH:7]=[CH:6][CH:5]=[CH:4][CH:3]=1.BrCC(Cl)(Cl)Cl.C1CCN2C(=NCCC2)CC1. Product: [CH2:1]([O:8][C:9]([NH:11][C:12]1[CH:17]=[CH:16][C:15]([C:18]2[O:19][C:20]([CH3:27])=[C:21]([C:23]([O:25][CH3:26])=[O:24])[N:22]=2)=[CH:14][C:13]=1[CH3:28])=[O:10])[C:2]1[CH:7]=[CH:6][CH:5]=[CH:4][CH:3]=1. The catalyst class is: 4. (5) Reactant: [CH2:1]([NH2:3])[CH3:2].Cl[C:5]1[CH:10]=[C:9]([Cl:11])[N:8]=[CH:7][N:6]=1. Product: [Cl:11][C:9]1[N:8]=[CH:7][N:6]=[C:5]([NH:3][CH2:1][CH3:2])[CH:10]=1. The catalyst class is: 14. (6) Reactant: [C:1]([C:5]1[CH:6]=[C:7]([CH:11]=[C:12]([O:14][CH2:15][CH2:16][CH2:17][O:18][CH:19]2[CH2:24][CH2:23][CH2:22][CH2:21][O:20]2)[CH:13]=1)[C:8]([OH:10])=O)([CH3:4])([CH3:3])[CH3:2].Cl.[CH3:26][NH:27][O:28][CH3:29].CCN(C(C)C)C(C)C.[B-](F)(F)(F)F.CCOC(C(C#N)=NOC(N(C)C)=[N+](C)C)=O. Product: [C:1]([C:5]1[CH:6]=[C:7]([CH:11]=[C:12]([O:14][CH2:15][CH2:16][CH2:17][O:18][CH:19]2[CH2:24][CH2:23][CH2:22][CH2:21][O:20]2)[CH:13]=1)[C:8]([N:27]([O:28][CH3:29])[CH3:26])=[O:10])([CH3:2])([CH3:3])[CH3:4]. The catalyst class is: 3. (7) Reactant: [Br:1][C:2]1[CH:3]=[C:4]([CH:7]=[CH:8][C:9]=1[OH:10])[CH:5]=[O:6].C(=O)([O-])[O-].[K+].[K+].[I-].[K+].Br[CH:20]([CH3:22])[CH3:21]. Product: [Br:1][C:2]1[CH:3]=[C:4]([CH:7]=[CH:8][C:9]=1[O:10][CH:20]([CH3:22])[CH3:21])[CH:5]=[O:6]. The catalyst class is: 434. (8) Reactant: [N+:1]([C:4]1[CH:5]=[C:6]2[C:10](=[CH:11][CH:12]=1)[N:9]([CH2:13][C:14]1[CH:15]=[N:16][CH:17]=[CH:18][CH:19]=1)[CH:8]=[CH:7]2)([O-])=O.[Cl-].[NH4+]. Product: [NH2:1][C:4]1[CH:5]=[C:6]2[C:10](=[CH:11][CH:12]=1)[N:9]([CH2:13][C:14]1[CH:15]=[N:16][CH:17]=[CH:18][CH:19]=1)[CH:8]=[CH:7]2. The catalyst class is: 406. (9) Reactant: C(OC([N:8]1[CH2:13][CH2:12][CH2:11][N:10](C(OC(C)(C)C)=O)[C:9]1=[N:21][C:22]1[CH:27]=[CH:26][CH:25]=[C:24]([C:28](=[O:64])[NH:29][CH2:30][C:31](=[O:63])[NH:32][C@H:33]([C:42](=[O:62])[NH:43][C:44]2[CH:49]=[CH:48][C:47]([O:50][CH2:51][CH2:52][CH2:53][NH:54]C(OC(C)(C)C)=O)=[CH:46][CH:45]=2)[CH2:34][C:35]([O:37]C(C)(C)C)=[O:36])[CH:23]=1)=O)(C)(C)C.[F:65][C:66]([F:71])([F:70])[C:67]([OH:69])=[O:68]. Product: [NH2:54][CH2:53][CH2:52][CH2:51][O:50][C:47]1[CH:48]=[CH:49][C:44]([NH:43][C:42](=[O:62])[C@@H:33]([NH:32][C:31](=[O:63])[CH2:30][NH:29][C:28](=[O:64])[C:24]2[CH:25]=[CH:26][CH:27]=[C:22]([N:21]=[C:9]3[NH:8][CH2:13][CH2:12][CH2:11][NH:10]3)[CH:23]=2)[CH2:34][C:35]([OH:37])=[O:36])=[CH:45][CH:46]=1.[F:65][C:66]([F:71])([F:70])[C:67]([O-:69])=[O:68]. The catalyst class is: 4. (10) Reactant: [Cl:1][C:2]1[CH:7]=[CH:6][C:5]([C:8]([C:14]2[CH:19]=[CH:18][C:17]([NH:20][C:21](=[O:27])[O:22][C:23]([CH3:26])([CH3:25])[CH3:24])=[CH:16][CH:15]=2)(O)[C:9]([F:12])([F:11])[F:10])=[CH:4][CH:3]=1.N1C=CC=CC=1.S(Cl)([Cl:36])=O.C(=O)(O)[O-].[Na+]. Product: [Cl:36][C:8]([C:14]1[CH:19]=[CH:18][C:17]([NH:20][C:21](=[O:27])[O:22][C:23]([CH3:26])([CH3:25])[CH3:24])=[CH:16][CH:15]=1)([C:5]1[CH:6]=[CH:7][C:2]([Cl:1])=[CH:3][CH:4]=1)[C:9]([F:12])([F:11])[F:10]. The catalyst class is: 133.